From a dataset of Reaction yield outcomes from USPTO patents with 853,638 reactions. Predict the reaction yield, written as a fraction of the theoretical maximum amount of product (1.0 means a 100% yield; for example, 0.34 means a 34% yield). The reactants are [Br:1][C:2]1[CH:3]=[C:4]2[C:9](=[CH:10][CH:11]=1)[O:8][C:7]([CH2:13][CH2:14][O:15][CH2:16]OC)([CH3:12])[CH2:6][C:5]2=[O:19].[Li+].C[Si]([N-][Si](C)(C)C)(C)C.C[Si](Cl)(C)C.BrC1C=C2C(=CC=1)OC(CCOCOC)(C)C=C2O[Si](C)(C)C.C([O-])(O)=O.[Na+]. The catalyst is C1COCC1.C(Cl)Cl.Cl[Ti](Cl)(Cl)Cl. The product is [Br:1][C:2]1[CH:11]=[CH:10][C:9]2[O:8][C@@:7]3([CH3:12])[CH2:13][CH2:14][O:15][CH2:16][C@H:6]3[C:5](=[O:19])[C:4]=2[CH:3]=1. The yield is 0.665.